Dataset: Full USPTO retrosynthesis dataset with 1.9M reactions from patents (1976-2016). Task: Predict the reactants needed to synthesize the given product. (1) Given the product [C:9]([O:13][C:14]([N:16]([CH2:18][C:19]1[CH:24]=[C:23]([NH:25][C:26]([O:28][C:29]([CH3:30])([CH3:31])[CH3:32])=[O:27])[CH:22]=[CH:21][C:20]=1[C:33]1([C:34]([O:36][CH2:37][CH3:38])=[O:35])[CH2:4][CH2:39]1)[CH3:17])=[O:15])([CH3:12])([CH3:10])[CH3:11], predict the reactants needed to synthesize it. The reactants are: [H-].[Na+].[I-].[CH3:4][S+](C)(C)=O.[C:9]([O:13][C:14]([N:16]([CH2:18][C:19]1[CH:24]=[C:23]([NH:25][C:26]([O:28][C:29]([CH3:32])([CH3:31])[CH3:30])=[O:27])[CH:22]=[CH:21][C:20]=1[C:33](=[CH2:39])[C:34]([O:36][CH2:37][CH3:38])=[O:35])[CH3:17])=[O:15])([CH3:12])([CH3:11])[CH3:10]. (2) Given the product [CH3:1][C:2]1[CH:11]=[CH:10][C:9]2[C:4](=[CH:5][C:6]([C:12]([O:14][CH3:15])=[O:13])=[CH:7][CH:8]=2)[N:3]=1, predict the reactants needed to synthesize it. The reactants are: [CH3:1][C:2]1[CH:11]=[CH:10][C:9]2[C:4](=[CH:5][C:6]([C:12]([OH:14])=[O:13])=[CH:7][CH:8]=2)[N:3]=1.[C:15]([O-])([O-])=O.[K+].[K+].CI.O. (3) Given the product [O:1]1[C:5]2[CH:6]=[C:7]([NH:10][C:14]3[C:15]4[N:16]([CH:18]=[CH:19][N:20]=4)[CH:17]=[C:12]([Br:11])[N:13]=3)[CH:8]=[CH:9][C:4]=2[N:3]=[CH:2]1, predict the reactants needed to synthesize it. The reactants are: [O:1]1[C:5]2[CH:6]=[C:7]([NH2:10])[CH:8]=[CH:9][C:4]=2[N:3]=[CH:2]1.[Br:11][C:12]1[N:13]=[C:14](Br)[C:15]2[N:16]([CH:18]=[CH:19][N:20]=2)[CH:17]=1.C([O-])([O-])=O.[K+].[K+]. (4) Given the product [CH3:1][O:2][C:3]1[CH:4]=[C:5]2[C:10](=[CH:11][C:12]=1[NH2:13])[CH2:9][N:8]([CH:16]([CH3:19])[CH2:17][CH3:18])[CH2:7][CH2:6]2, predict the reactants needed to synthesize it. The reactants are: [CH3:1][O:2][C:3]1[CH:4]=[C:5]2[C:10](=[CH:11][C:12]=1[N+:13]([O-])=O)[CH2:9][N:8]([CH:16]([CH3:19])[CH2:17][CH3:18])[CH2:7][CH2:6]2.[H][H]. (5) Given the product [CH:5]12[N:8]([C:9]3[CH:32]=[CH:31][C:12]([CH2:13][NH:14][C:15]([NH:17][C:18]4[CH:26]=[CH:25][CH:24]=[C:23]5[C:19]=4[CH:20]=[N:21][NH:22]5)=[O:16])=[C:11]([Cl:33])[CH:10]=3)[CH:1]([CH2:7][CH2:6]1)[CH2:2][CH2:3][CH2:4]2, predict the reactants needed to synthesize it. The reactants are: [CH:1]12[N:8]([C:9]3[CH:32]=[CH:31][C:12]([CH2:13][NH:14][C:15]([NH:17][C:18]4[CH:26]=[CH:25][CH:24]=[C:23]5[C:19]=4[CH:20]=[N:21][N:22]5C(OC)=O)=[O:16])=[C:11]([Cl:33])[CH:10]=3)[CH:5]([CH2:6][CH2:7]1)[CH2:4][CH2:3][CH2:2]2.[OH-].[Na+]. (6) Given the product [Cl:1][C:2]1[CH:3]=[C:4]2[C:8](=[CH:9][CH:10]=1)[N:7]([CH3:21])[C:6]([CH2:11][CH2:12][CH2:13][CH2:14][CH2:15][CH2:16][CH3:17])=[CH:5]2, predict the reactants needed to synthesize it. The reactants are: [Cl:1][C:2]1[CH:3]=[C:4]2[C:8](=[CH:9][CH:10]=1)[NH:7][C:6]([CH2:11][CH2:12][CH2:13][CH2:14][CH2:15][CH2:16][CH3:17])=[CH:5]2.[OH-].[K+].I[CH3:21]. (7) Given the product [C:1]([O:6][C:7]([CH3:10])([CH3:9])[CH3:8])(=[O:5])[C:2]([CH3:4])=[CH2:3].[C:11]([O:16][CH2:17][CH:18]1[O:20][CH2:19]1)(=[O:15])[C:12]([CH3:14])=[CH2:13].[C:21]([O:26][CH2:27][C:28]1[CH:29]=[CH:30][CH:31]=[CH:32][CH:33]=1)(=[O:25])[C:22]([CH3:24])=[CH2:23].[C:1]([O:6][CH:7]([CH3:10])[CH2:8][O:38][CH3:37])(=[O:5])[CH3:2], predict the reactants needed to synthesize it. The reactants are: [C:1]([O:6][C:7]([CH3:10])([CH3:9])[CH3:8])(=[O:5])[C:2]([CH3:4])=[CH2:3].[C:11]([O:16][CH2:17][CH:18]1[O:20][CH2:19]1)(=[O:15])[C:12]([CH3:14])=[CH2:13].[C:21]([O:26][CH2:27][C:28]1[CH:33]=[CH:32][CH:31]=[CH:30][CH:29]=1)(=[O:25])[C:22]([CH3:24])=[CH2:23].N(C(C)(CC)C([O-])=O)=NC(C)(CC)[C:37]([O-])=[O:38].